Dataset: Reaction yield outcomes from USPTO patents with 853,638 reactions. Task: Predict the reaction yield, written as a fraction of the theoretical maximum amount of product (1.0 means a 100% yield; for example, 0.34 means a 34% yield). (1) The reactants are C([NH:8][C@H:9]1[CH2:14][CH2:13][C@@H:12]([C:15]2[CH:20]=[CH:19][C:18]([O:21][Si:22]([C:25]([CH3:28])([CH3:27])[CH3:26])([CH3:24])[CH3:23])=[CH:17][C:16]=2[O:29][Si:30]([C:33]([CH3:36])([CH3:35])[CH3:34])([CH3:32])[CH3:31])[CH2:11][CH2:10]1)C1C=CC=CC=1. The catalyst is C(O)C.[Pd]. The product is [Si:30]([O:29][C:16]1[CH:17]=[C:18]([O:21][Si:22]([C:25]([CH3:26])([CH3:27])[CH3:28])([CH3:24])[CH3:23])[CH:19]=[CH:20][C:15]=1[C@@H:12]1[CH2:11][CH2:10][C@H:9]([NH2:8])[CH2:14][CH2:13]1)([C:33]([CH3:34])([CH3:35])[CH3:36])([CH3:32])[CH3:31]. The yield is 0.970. (2) The reactants are [Cl:1][C:2]1[CH:3]=[C:4]2[C:9](=[C:10]([S:12][CH3:13])[CH:11]=1)[O:8][CH:7]([C:14]([F:17])([F:16])[F:15])[C:6]([C:18]([O:20]CC)=[O:19])=[CH:5]2.[OH-].[Na+]. The catalyst is C1COCC1.CCO.O. The product is [Cl:1][C:2]1[CH:3]=[C:4]2[C:9](=[C:10]([S:12][CH3:13])[CH:11]=1)[O:8][CH:7]([C:14]([F:17])([F:16])[F:15])[C:6]([C:18]([OH:20])=[O:19])=[CH:5]2. The yield is 0.710. (3) The reactants are Br[C:2]1[C:10]2[O:9][C:8]([C:11]3[CH:16]=[CH:15][C:14]([O:17][CH3:18])=[CH:13][CH:12]=3)=[N:7][C:6]=2[CH:5]=[C:4]([O:19][CH3:20])[CH:3]=1.[Cu][C:22]#[N:23].C(N(CC(O)=O)CC(O)=O)CN(CC(O)=O)CC(O)=O. The catalyst is CN(C)C=O. The product is [CH3:20][O:19][C:4]1[CH:3]=[C:2]([C:22]#[N:23])[C:10]2[O:9][C:8]([C:11]3[CH:16]=[CH:15][C:14]([O:17][CH3:18])=[CH:13][CH:12]=3)=[N:7][C:6]=2[CH:5]=1. The yield is 0.980. (4) The reactants are [Cl:1][C:2]1[CH:3]=[CH:4][C:5]2[N:11]([CH2:12][C:13]([CH3:17])([CH3:16])[CH2:14][OH:15])[C:10](=[O:18])[C@@H:9]([CH2:19][C:20]([NH:22][CH2:23][CH2:24][CH2:25][CH2:26][CH2:27][C:28]([O:30]C)=[O:29])=[O:21])[O:8][C@H:7]([C:32]3[CH:37]=[CH:36][CH:35]=[C:34]([O:38][CH3:39])[C:33]=3[O:40][CH3:41])[C:6]=2[CH:42]=1.[OH-].[Na+].C(O)C. The catalyst is O. The product is [Cl:1][C:2]1[CH:3]=[CH:4][C:5]2[N:11]([CH2:12][C:13]([CH3:16])([CH3:17])[CH2:14][OH:15])[C:10](=[O:18])[C@@H:9]([CH2:19][C:20]([NH:22][CH2:23][CH2:24][CH2:25][CH2:26][CH2:27][C:28]([OH:30])=[O:29])=[O:21])[O:8][C@H:7]([C:32]3[CH:37]=[CH:36][CH:35]=[C:34]([O:38][CH3:39])[C:33]=3[O:40][CH3:41])[C:6]=2[CH:42]=1. The yield is 0.960.